This data is from Peptide-MHC class I binding affinity with 185,985 pairs from IEDB/IMGT. The task is: Regression. Given a peptide amino acid sequence and an MHC pseudo amino acid sequence, predict their binding affinity value. This is MHC class I binding data. (1) The peptide sequence is FLKDDTLSK. The MHC is HLA-A68:01 with pseudo-sequence HLA-A68:01. The binding affinity (normalized) is 0.403. (2) The peptide sequence is ALPPPPPPP. The MHC is HLA-B58:01 with pseudo-sequence HLA-B58:01. The binding affinity (normalized) is 0.0847. (3) The peptide sequence is WTFTPTTPL. The MHC is HLA-C14:02 with pseudo-sequence HLA-C14:02. The binding affinity (normalized) is 0.661. (4) The MHC is H-2-Db with pseudo-sequence H-2-Db. The binding affinity (normalized) is 0.168. The peptide sequence is INYSALNLT. (5) The peptide sequence is TIAHINTLI. The MHC is HLA-A02:01 with pseudo-sequence HLA-A02:01. The binding affinity (normalized) is 0.417. (6) The peptide sequence is VMELIRMIKR. The MHC is HLA-A68:01 with pseudo-sequence HLA-A68:01. The binding affinity (normalized) is 0.0943.